From a dataset of Reaction yield outcomes from USPTO patents with 853,638 reactions. Predict the reaction yield, written as a fraction of the theoretical maximum amount of product (1.0 means a 100% yield; for example, 0.34 means a 34% yield). (1) The yield is 1.00. The reactants are [C:1]([NH:20][C:21]1[CH:22]=[C:23]([CH2:27][CH2:28][OH:29])[CH:24]=[CH:25][CH:26]=1)([C:14]1[CH:19]=[CH:18][CH:17]=[CH:16][CH:15]=1)([C:8]1[CH:13]=[CH:12][CH:11]=[CH:10][CH:9]=1)[C:2]1[CH:7]=[CH:6][CH:5]=[CH:4][CH:3]=1.C1N2CCN(CC2)C1.[N+:38]([C:41]1[CH:46]=[CH:45][C:44]([S:47](Cl)(=[O:49])=[O:48])=[CH:43][CH:42]=1)([O-:40])=[O:39].C(=O)(O)[O-].[Na+]. The product is [C:1]([NH:20][C:21]1[CH:22]=[C:23]([CH2:27][CH2:28][O:29][S:47]([C:44]2[CH:43]=[CH:42][C:41]([N+:38]([O-:40])=[O:39])=[CH:46][CH:45]=2)(=[O:48])=[O:49])[CH:24]=[CH:25][CH:26]=1)([C:8]1[CH:13]=[CH:12][CH:11]=[CH:10][CH:9]=1)([C:2]1[CH:3]=[CH:4][CH:5]=[CH:6][CH:7]=1)[C:14]1[CH:19]=[CH:18][CH:17]=[CH:16][CH:15]=1. The catalyst is C(Cl)Cl. (2) The reactants are [Cl:1][C:2]1[N:7]=[CH:6][C:5]([S:8]([C:11]2[N:15]([C:16]3[CH:21]=[CH:20][CH:19]=[CH:18][C:17]=3[F:22])[N:14]=[C:13]([CH2:23][N:24](C)[C:25](=O)OC(C)(C)C)[CH:12]=2)(=[O:10])=[O:9])=[CH:4][CH:3]=1.C(OCC)(=O)C.Cl. The catalyst is C(OCC)(=O)C. The product is [ClH:1].[Cl:1][C:2]1[N:7]=[CH:6][C:5]([S:8]([C:11]2[N:15]([C:16]3[CH:21]=[CH:20][CH:19]=[CH:18][C:17]=3[F:22])[N:14]=[C:13]([CH2:23][NH:24][CH3:25])[CH:12]=2)(=[O:10])=[O:9])=[CH:4][CH:3]=1. The yield is 0.810. (3) The reactants are [CH2:1]([C@:4]([NH:22][C:23]([O:25][C:26]([CH3:29])([CH3:28])[CH3:27])=[O:24])([CH2:9][CH2:10][CH2:11][CH2:12][B:13]1[O:17][C:16]([CH3:19])([CH3:18])[C:15]([CH3:21])([CH3:20])[O:14]1)[C:5]([O:7][CH3:8])=[O:6])[CH:2]=C.[O:30]=[O+][O-].C1(P(C2C=CC=CC=2)C2C=CC=CC=2)C=CC=CC=1. The catalyst is ClCCl. The product is [C:26]([O:25][C:23]([NH:22][C@@:4]([CH2:1][CH:2]=[O:30])([CH2:9][CH2:10][CH2:11][CH2:12][B:13]1[O:14][C:15]([CH3:20])([CH3:21])[C:16]([CH3:18])([CH3:19])[O:17]1)[C:5]([O:7][CH3:8])=[O:6])=[O:24])([CH3:29])([CH3:28])[CH3:27]. The yield is 0.670.